From a dataset of Catalyst prediction with 721,799 reactions and 888 catalyst types from USPTO. Predict which catalyst facilitates the given reaction. (1) Reactant: [Cl:1][C:2]1[CH:3]=[CH:4][C:5]([O:16][CH2:17][C:18]2[CH:23]=[CH:22][CH:21]=[CH:20][CH:19]=2)=[C:6]([C:8](=O)[CH2:9][CH2:10][C:11](=O)[CH2:12][CH3:13])[CH:7]=1.[CH2:24]([O:26][C:27](=[O:35])[C:28]1[CH:33]=[CH:32][CH:31]=[C:30]([NH2:34])[CH:29]=1)[CH3:25].CC1C=CC(S(O)(=O)=O)=CC=1. Product: [CH2:24]([O:26][C:27](=[O:35])[C:28]1[CH:33]=[CH:32][CH:31]=[C:30]([N:34]2[C:11]([CH2:12][CH3:13])=[CH:10][CH:9]=[C:8]2[C:6]2[CH:7]=[C:2]([Cl:1])[CH:3]=[CH:4][C:5]=2[O:16][CH2:17][C:18]2[CH:23]=[CH:22][CH:21]=[CH:20][CH:19]=2)[CH:29]=1)[CH3:25]. The catalyst class is: 260. (2) Reactant: [C:1]([O:5][C:6](=[O:37])[CH2:7][CH2:8][C@H:9]([NH:26]C(OCC1C=CC=CC=1)=O)[C:10]([N:12]1[CH2:17][CH2:16][N:15]([C:18]2[CH:23]=[CH:22][CH:21]=[C:20]([O:24][CH3:25])[CH:19]=2)[CH2:14][CH2:13]1)=[O:11])([CH3:4])([CH3:3])[CH3:2]. Product: [C:1]([O:5][C:6](=[O:37])[CH2:7][CH2:8][C@H:9]([NH2:26])[C:10]([N:12]1[CH2:17][CH2:16][N:15]([C:18]2[CH:23]=[CH:22][CH:21]=[C:20]([O:24][CH3:25])[CH:19]=2)[CH2:14][CH2:13]1)=[O:11])([CH3:2])([CH3:4])[CH3:3]. The catalyst class is: 50. (3) Reactant: CN(C)C([S:5][C:6]1[N:7]=[C:8]([CH3:16])[S:9][C:10]=1[C:11]([O:13][CH2:14][CH3:15])=[O:12])=O.[H-].[Na+]. Product: [SH:5][C:6]1[N:7]=[C:8]([CH3:16])[S:9][C:10]=1[C:11]([O:13][CH2:14][CH3:15])=[O:12]. The catalyst class is: 5.